From a dataset of Full USPTO retrosynthesis dataset with 1.9M reactions from patents (1976-2016). Predict the reactants needed to synthesize the given product. The reactants are: Cl[CH2:2][C:3]1[CH:8]=[CH:7][C:6]([O:9][CH3:10])=[CH:5][CH:4]=1.[NH2:11][C:12]1[CH:13]=[C:14]([SH:18])[CH:15]=[CH:16][CH:17]=1. Given the product [CH3:10][O:9][C:6]1[CH:7]=[CH:8][C:3]([CH2:2][S:18][C:14]2[CH:13]=[C:12]([NH2:11])[CH:17]=[CH:16][CH:15]=2)=[CH:4][CH:5]=1, predict the reactants needed to synthesize it.